From a dataset of Retrosynthesis with 50K atom-mapped reactions and 10 reaction types from USPTO. Predict the reactants needed to synthesize the given product. (1) Given the product CCOC(=O)C1=CN(C(=O)c2ccccc2)CCc2c1[nH]c1cc(OC)ccc21, predict the reactants needed to synthesize it. The reactants are: CCOC(=O)C1=CNCCc2c1[nH]c1cc(OC)ccc21.O=C(Cl)c1ccccc1. (2) The reactants are: CC(C)(C)[Si](C)(C)O[C@H]1CCN(CCOc2ccc(-n3ccc(OCc4ccc(Cl)cn4)cc3=O)cc2)C1. Given the product O=c1cc(OCc2ccc(Cl)cn2)ccn1-c1ccc(OCCN2CC[C@H](O)C2)cc1, predict the reactants needed to synthesize it.